Task: Predict the reactants needed to synthesize the given product.. Dataset: Retrosynthesis with 50K atom-mapped reactions and 10 reaction types from USPTO (1) Given the product N#CC(Cc1ccccc1)C(=O)O, predict the reactants needed to synthesize it. The reactants are: CCOC(=O)C(C#N)Cc1ccccc1. (2) Given the product CC1(C)CC(Nc2nccc(-c3ccc4ccccc4c3)n2)CC(C)(C)N1, predict the reactants needed to synthesize it. The reactants are: CC1(C)CC(Nc2nccc(Cl)n2)CC(C)(C)N1.OB(O)c1ccc2ccccc2c1. (3) Given the product CC1(C(=O)N2C[C@H](S(=O)(=O)CC3CC3)C[C@H]2C(=O)O)CC1, predict the reactants needed to synthesize it. The reactants are: COC(=O)[C@@H]1C[C@@H](S(=O)(=O)CC2CC2)CN1C(=O)C1(C)CC1. (4) Given the product O=C(Nc1ccncc1)Nc1ccc(-c2nc(N3CCC(NCc4ccccc4)CC3)nc(N3CC4CCC(C3)O4)n2)cc1, predict the reactants needed to synthesize it. The reactants are: NCc1ccccc1.O=C1CCN(c2nc(-c3ccc(NC(=O)Nc4ccncc4)cc3)nc(N3CC4CCC(C3)O4)n2)CC1. (5) Given the product O=C(Nc1cc(C(=O)Nc2cc(S(=O)(=O)O)cc3cc(S(=O)(=O)O)cc(S(=O)(=O)O)c23)cc(C(=O)Nc2cc(S(=O)(=O)O)cc3cc(S(=O)(=O)O)cc(S(=O)(=O)O)c23)c1)Nc1cccc(C(F)(F)F)c1, predict the reactants needed to synthesize it. The reactants are: Nc1cc(C(=O)Nc2cc(S(=O)(=O)O)cc3cc(S(=O)(=O)O)cc(S(=O)(=O)O)c23)cc(C(=O)Nc2cc(S(=O)(=O)O)cc3cc(S(=O)(=O)O)cc(S(=O)(=O)O)c23)c1.O=C=Nc1cccc(C(F)(F)F)c1. (6) Given the product O=C(O)CCc1ccccc1NC(=O)[C@H](CCCNC(=O)OCc1ccccc1)NCc1ccc2ccccc2n1, predict the reactants needed to synthesize it. The reactants are: COC(=O)CCc1ccccc1NC(=O)[C@H](CCCNC(=O)OCc1ccccc1)NCc1ccc2ccccc2n1. (7) The reactants are: CCOC(=O)c1cc2ccc(O)cc2[nH]1.Cc1ccc(Cn2c(-c3cccc(Br)c3)cc(C(F)(F)F)c(C#N)c2=O)c(C)c1. Given the product CCOC(=O)c1cc2ccc(Oc3cccc(-c4cc(C(F)(F)F)c(C#N)c(=O)n4Cc4ccc(C)cc4C)c3)cc2[nH]1, predict the reactants needed to synthesize it. (8) Given the product CC(C)CC(NC(=O)c1cc(COc2ccccc2)ccc1CCC#N)c1ccc(F)cc1, predict the reactants needed to synthesize it. The reactants are: CC(C)CC(NC(=O)c1cc(COc2ccccc2)ccc1CCC(N)=O)c1ccc(F)cc1. (9) Given the product Cn1ccc(=O)c(O)c1C(O)c1ccccc1, predict the reactants needed to synthesize it. The reactants are: Cn1ccc(=O)c(OCc2ccccc2)c1C(O)c1ccccc1. (10) The reactants are: Cc1ccccc1C(=CCOCCN1CCC[C@@H](C(=O)O)C1)c1ccccc1C. Given the product Cc1ccccc1C(CCOCCN1CCC[C@@H](C(=O)O)C1)c1ccccc1C, predict the reactants needed to synthesize it.